From a dataset of Full USPTO retrosynthesis dataset with 1.9M reactions from patents (1976-2016). Predict the reactants needed to synthesize the given product. Given the product [CH3:40][N:3]1[N:2]=[N:1][C:5](/[CH:6]=[CH:7]/[C:8]2[CH:13]=[CH:12][C:11]([CH2:14][CH:15]3[C:24]4[C:19](=[CH:20][C:21]([O:25][CH2:26][C:27]5[CH:32]=[CH:31][CH:30]=[CH:29][CH:28]=5)=[CH:22][CH:23]=4)[CH2:18][CH2:17][N:16]3[C:33]3[CH:34]=[CH:35][C:36]([F:39])=[CH:37][CH:38]=3)=[CH:10][CH:9]=2)=[N:4]1, predict the reactants needed to synthesize it. The reactants are: [N:1]1[NH:2][N:3]=[N:4][C:5]=1/[CH:6]=[CH:7]/[C:8]1[CH:13]=[CH:12][C:11]([CH2:14][CH:15]2[C:24]3[C:19](=[CH:20][C:21]([O:25][CH2:26][C:27]4[CH:32]=[CH:31][CH:30]=[CH:29][CH:28]=4)=[CH:22][CH:23]=3)[CH2:18][CH2:17][N:16]2[C:33]2[CH:38]=[CH:37][C:36]([F:39])=[CH:35][CH:34]=2)=[CH:10][CH:9]=1.[C:40](=O)([O-])[O-].[Cs+].[Cs+].CI.